From a dataset of Forward reaction prediction with 1.9M reactions from USPTO patents (1976-2016). Predict the product of the given reaction. (1) Given the reactants O[C:2]1[C:7]([C:8](=[O:11])[CH2:9][CH3:10])=[CH:6][CH:5]=[C:4]([O:12][CH3:13])[C:3]=1[NH:14][C:15](=[O:18])[CH2:16][CH3:17].C(=O)([O-])O.[Na+], predict the reaction product. The product is: [CH2:16]([C:15]1[O:18][C:2]2[C:7]([C:8](=[O:11])[CH2:9][CH3:10])=[CH:6][CH:5]=[C:4]([O:12][CH3:13])[C:3]=2[N:14]=1)[CH3:17]. (2) Given the reactants Cl[C:2]1[C:7]([O:8][CH:9]([CH3:20])[CH2:10][O:11][C:12]2[CH:17]=[CH:16][CH:15]=[CH:14][C:13]=2[O:18][CH3:19])=[N:6][CH:5]=[CH:4][N:3]=1.[CH2:21]([N:23]1[CH2:28][CH2:27][NH:26][CH2:25][CH2:24]1)[CH3:22], predict the reaction product. The product is: [CH2:21]([N:23]1[CH2:28][CH2:27][N:26]([C:2]2[C:7]([O:8][CH:9]([CH3:20])[CH2:10][O:11][C:12]3[CH:17]=[CH:16][CH:15]=[CH:14][C:13]=3[O:18][CH3:19])=[N:6][CH:5]=[CH:4][N:3]=2)[CH2:25][CH2:24]1)[CH3:22]. (3) Given the reactants [F:1][C:2]1[N:7]=[C:6]([NH2:8])[CH:5]=[CH:4][CH:3]=1.C1C(=O)N([Br:16])C(=O)C1, predict the reaction product. The product is: [Br:16][C:3]1[CH:4]=[CH:5][C:6]([NH2:8])=[N:7][C:2]=1[F:1]. (4) Given the reactants I[C:2]1[CH:7]=[CH:6][N:5]=[CH:4][CH:3]=1.C([Li])(C)(C)C.[Br:13][C:14]1[CH:15]=[C:16]([C:21]([C:29]2[CH:34]=[CH:33][CH:32]=[C:31]([F:35])[C:30]=2[C:36]#[N:37])=[N:22]S(C(C)(C)C)=O)[CH:17]=[CH:18][C:19]=1[F:20].Cl, predict the reaction product. The product is: [Br:13][C:14]1[CH:15]=[C:16]([C:21]2([C:2]3[CH:7]=[CH:6][N:5]=[CH:4][CH:3]=3)[C:29]3[C:30](=[C:31]([F:35])[CH:32]=[CH:33][CH:34]=3)[C:36]([NH2:37])=[N:22]2)[CH:17]=[CH:18][C:19]=1[F:20]. (5) Given the reactants [Cl:1][C:2]1[N:3]=[C:4]([N:13]2[CH2:18][CH2:17][O:16][CH2:15][CH2:14]2)[C:5]2[CH:10]=[C:9]([CH:11]=O)[S:8][C:6]=2[N:7]=1.[CH3:19][N:20]([CH3:29])[C:21]([N:23]1[CH2:28][CH2:27][NH:26][CH2:25][CH2:24]1)=[O:22], predict the reaction product. The product is: [CH3:19][N:20]([CH3:29])[C:21]([N:23]1[CH2:24][CH2:25][N:26]([CH2:11][C:9]2[S:8][C:6]3[N:7]=[C:2]([Cl:1])[N:3]=[C:4]([N:13]4[CH2:18][CH2:17][O:16][CH2:15][CH2:14]4)[C:5]=3[CH:10]=2)[CH2:27][CH2:28]1)=[O:22]. (6) Given the reactants C([O:3][C:4](=O)[CH:5]([O:9][C:10]1[C:11]([CH3:27])=[N:12][N:13]2[C:17]([C:18]3[CH:23]=[CH:22][C:21]([Cl:24])=[CH:20][C:19]=3[Cl:25])=[C:16]([CH3:26])[O:15][C:14]=12)[CH2:6][CH2:7][CH3:8])C.CC(C[AlH]CC(C)C)C.[Cl-].[NH4+], predict the reaction product. The product is: [Cl:25][C:19]1[CH:20]=[C:21]([Cl:24])[CH:22]=[CH:23][C:18]=1[C:17]1[N:13]2[N:12]=[C:11]([CH3:27])[C:10]([O:9][CH:5]([CH2:6][CH2:7][CH3:8])[CH2:4][OH:3])=[C:14]2[O:15][C:16]=1[CH3:26]. (7) Given the reactants [NH2:1][CH2:2][CH2:3][N:4]1[C:8]([CH3:10])([CH3:9])[C:7](=[O:11])[NH:6][C:5]1=[O:12].CO.C(N(CC)C(C)C)(C)C.[CH2:24]([C:31]1[S:35][C:34]([C:36]2[CH:41]=[CH:40][N:39]=[C:38](Cl)[N:37]=2)=[CH:33][CH:32]=1)[C:25]1[CH:30]=[CH:29][CH:28]=[CH:27][CH:26]=1, predict the reaction product. The product is: [CH2:24]([C:31]1[S:35][C:34]([C:36]2[CH:41]=[CH:40][N:39]=[C:38]([NH:1][CH2:2][CH2:3][N:4]3[C:8]([CH3:9])([CH3:10])[C:7](=[O:11])[NH:6][C:5]3=[O:12])[N:37]=2)=[CH:33][CH:32]=1)[C:25]1[CH:26]=[CH:27][CH:28]=[CH:29][CH:30]=1.